This data is from Forward reaction prediction with 1.9M reactions from USPTO patents (1976-2016). The task is: Predict the product of the given reaction. (1) Given the reactants [NH2:1][C@@H:2]([CH2:13][CH:14]1[CH2:19][CH2:18][CH2:17][CH2:16][CH2:15]1)[CH2:3][N:4]([CH3:12])[C:5](=[O:11])[O:6][C:7]([CH3:10])([CH3:9])[CH3:8].[C:20]([N:22]=[C:23](SC)[S:24][CH3:25])#[N:21], predict the reaction product. The product is: [C:20]([N:22]=[C:23]([NH:1][C@@H:2]([CH2:13][CH:14]1[CH2:15][CH2:16][CH2:17][CH2:18][CH2:19]1)[CH2:3][N:4]([CH3:12])[C:5](=[O:11])[O:6][C:7]([CH3:9])([CH3:10])[CH3:8])[S:24][CH3:25])#[N:21]. (2) Given the reactants Cl[C:2]1[C:7]([C:8]2[N:16]=[CH:15][N:14]=[C:13]3[C:9]=2[N:10]=[CH:11][N:12]3C2CCCCO2)=[CH:6][N:5]=[CH:4][N:3]=1.[Cl:23][C:24]1[CH:29]=[CH:28][C:27]([NH:30][C:31]2[C:40]3[CH:39]=[CH:38][C:37]([CH3:41])=[C:36]([NH2:42])[C:35]=3[CH:34]=[CH:33][N:32]=2)=[CH:26][CH:25]=1, predict the reaction product. The product is: [N:16]1[C:8]([C:7]2[C:2]([NH:42][C:36]3[C:35]4[CH:34]=[CH:33][N:32]=[C:31]([NH:30][C:27]5[CH:28]=[CH:29][C:24]([Cl:23])=[CH:25][CH:26]=5)[C:40]=4[CH:39]=[CH:38][C:37]=3[CH3:41])=[N:3][CH:4]=[N:5][CH:6]=2)=[C:9]2[C:13]([NH:12][CH:11]=[N:10]2)=[N:14][CH:15]=1. (3) The product is: [Cl:21][C:22]1[CH:27]=[C:26]2[C:25](=[CH:24][CH:23]=1)[N:28]([CH2:30][CH2:31][CH:32]1[CH2:36][CH2:35][C:34]([CH3:38])([CH3:37])[CH2:33]1)[C:67]1[CH2:66][N:57]([CH3:58])[CH2:61][CH2:62][C:63]2=1. Given the reactants Cl.ClC1C=CC(NN)=CC=1.BrCCC1CCC(C)(C)C1.[Cl:21][C:22]1[CH:27]=[CH:26][C:25]([N:28]([CH2:30][CH2:31][CH:32]2[CH2:36][CH2:35][C:34]([CH3:38])([CH3:37])[CH2:33]2)N)=[CH:24][CH:23]=1.C(OC(OCC)CCCNC)C.ClC1C=C2[C:58](=CC=1)[N:57]([CH2:61][CH2:62][CH:63]1[CH2:67][CH2:66]C(C)(C)C1)C=C2CCNC.C=O.C(O)(C(F)(F)F)=O, predict the reaction product. (4) Given the reactants [Br:1]C1C=CC(I)=C(C)C=1.[Cl-].[Li+].[CH:12]([Mg]Cl)([CH3:14])[CH3:13].[O:17]1[CH:21]=[CH:20][CH:19]=[C:18]1[CH:22]=[O:23].O1[CH2:28][CH2:27][CH2:26][CH2:25]1, predict the reaction product. The product is: [Br:1][C:13]1[CH:25]=[CH:26][C:27]([CH3:28])=[C:14]([CH:22]([C:18]2[O:17][CH:21]=[CH:20][CH:19]=2)[OH:23])[CH:12]=1. (5) Given the reactants [F:1][C:2]1[C:7]([C:8]([F:11])([F:10])[F:9])=[CH:6][CH:5]=[CH:4][C:3]=1[NH:12][C:13]1[CH:14]=[C:15]2[C:19]3=[C:20]([CH2:22][O:23][CH2:24][CH2:25][N:18]3[C@H:17]3[CH2:26][CH2:27][NH:28][CH2:29][C@@H:16]23)[CH:21]=1.I[CH2:31][CH3:32].C(=O)([O-])[O-].[Na+].[Na+], predict the reaction product. The product is: [CH2:31]([N:28]1[CH2:27][CH2:26][C@@H:17]2[N:18]3[CH2:25][CH2:24][O:23][CH2:22][C:20]4[CH:21]=[C:13]([NH:12][C:3]5[CH:4]=[CH:5][CH:6]=[C:7]([C:8]([F:10])([F:11])[F:9])[C:2]=5[F:1])[CH:14]=[C:15]([C:19]3=4)[C@@H:16]2[CH2:29]1)[CH3:32]. (6) Given the reactants [C:1]([O:7][CH2:8][N:9]1[C:13]2[N:14]=[N:15][CH:16]=[C:17]([C:18]3[CH:19]=[N:20][N:21]([CH:23]4[CH2:27][CH2:26][CH2:25][CH:24]4[CH:28]=[O:29])[CH:22]=3)[C:12]=2[CH:11]=[CH:10]1)(=[O:6])[C:2]([CH3:5])([CH3:4])[CH3:3].[BH4-].[Na+].CO, predict the reaction product. The product is: [C:1]([O:7][CH2:8][N:9]1[C:13]2[N:14]=[N:15][CH:16]=[C:17]([C:18]3[CH:19]=[N:20][N:21]([CH:23]4[CH2:27][CH2:26][CH2:25][CH:24]4[CH2:28][OH:29])[CH:22]=3)[C:12]=2[CH:11]=[CH:10]1)(=[O:6])[C:2]([CH3:5])([CH3:4])[CH3:3].